This data is from Forward reaction prediction with 1.9M reactions from USPTO patents (1976-2016). The task is: Predict the product of the given reaction. (1) Given the reactants [CH2:1]([O:8][C:9]1[C:10]([NH:15][C:16]2[S:17][CH:18]=[C:19]([CH2:21][CH2:22][N:23]3C(=O)C4C(=CC=CC=4)C3=O)[N:20]=2)=[N:11][CH:12]=[CH:13][CH:14]=1)[C:2]1[CH:7]=[CH:6][CH:5]=[CH:4][CH:3]=1.O.NN, predict the reaction product. The product is: [NH2:23][CH2:22][CH2:21][C:19]1[N:20]=[C:16]([NH:15][C:10]2[C:9]([O:8][CH2:1][C:2]3[CH:7]=[CH:6][CH:5]=[CH:4][CH:3]=3)=[CH:14][CH:13]=[CH:12][N:11]=2)[S:17][CH:18]=1. (2) Given the reactants [Cl:1][C:2]1[CH:3]=[C:4]([N:10]2[C:14]([CH3:15])=[C:13]([C:16](Cl)=[O:17])[C:12]([CH3:19])=[N:11]2)[CH:5]=[CH:6][C:7]=1[C:8]#[N:9].[BH4-].[Na+].Cl, predict the reaction product. The product is: [Cl:1][C:2]1[CH:3]=[C:4]([N:10]2[C:14]([CH3:15])=[C:13]([CH2:16][OH:17])[C:12]([CH3:19])=[N:11]2)[CH:5]=[CH:6][C:7]=1[C:8]#[N:9]. (3) The product is: [F:1][C:2]1[CH:7]=[C:6]([CH3:8])[CH:5]=[C:4]([NH:9][CH:10]2[CH2:15][CH2:14][N:13]([C@H:16]3[CH2:21][CH2:20][C@H:19]([O:22][CH2:23][CH2:24][CH3:25])[CH2:18][CH2:17]3)[CH2:12][CH2:11]2)[C:3]=1[NH2:26]. Given the reactants [F:1][C:2]1[C:3]([N+:26]([O-])=O)=[C:4]([NH:9][CH:10]2[CH2:15][CH2:14][N:13]([C@H:16]3[CH2:21][CH2:20][C@H:19]([O:22][CH2:23][CH2:24][CH3:25])[CH2:18][CH2:17]3)[CH2:12][CH2:11]2)[CH:5]=[C:6]([CH3:8])[CH:7]=1.O.NN, predict the reaction product. (4) Given the reactants [NH:1]1[C:5]2=[N:6][CH:7]=[CH:8][C:9]([C:10]3[CH:15]=[CH:14][C:13]([NH2:16])=[CH:12][CH:11]=3)=[C:4]2[CH:3]=[CH:2]1.CCN=C=NCCCN(C)C.Cl.C1C=CC2N(O)N=NC=2C=1.C(N(CC)C(C)C)(C)C.[C:48]1([CH2:54][C:55](O)=[O:56])[CH:53]=[CH:52][CH:51]=[CH:50][CH:49]=1, predict the reaction product. The product is: [C:48]1([CH2:54][C:55]([NH:16][C:13]2[CH:14]=[CH:15][C:10]([C:9]3[CH:8]=[CH:7][N:6]=[C:5]4[NH:1][CH:2]=[CH:3][C:4]=34)=[CH:11][CH:12]=2)=[O:56])[CH:53]=[CH:52][CH:51]=[CH:50][CH:49]=1. (5) Given the reactants [C:1](Cl)(=[O:8])[C:2]1[CH:7]=[CH:6][CH:5]=[CH:4][CH:3]=1.[C:10]([O:14][C:15]([N:17]1[C:25]2[C:20](=[CH:21][C:22]([NH2:26])=[CH:23][CH:24]=2)[CH2:19][CH2:18]1)=[O:16])([CH3:13])([CH3:12])[CH3:11].C(N(CC)CC)C, predict the reaction product. The product is: [C:10]([O:14][C:15]([N:17]1[C:25]2[C:20](=[CH:21][C:22]([NH:26][C:1](=[O:8])[C:2]3[CH:7]=[CH:6][CH:5]=[CH:4][CH:3]=3)=[CH:23][CH:24]=2)[CH2:19][CH2:18]1)=[O:16])([CH3:13])([CH3:11])[CH3:12]. (6) Given the reactants [NH2:1][C:2]1[N:7]=[C:6]([NH2:8])[C:5]([C:9]([C:11]2[CH:16]=[C:15]([O:17][CH3:18])[C:14]([O:19][CH3:20])=[CH:13][C:12]=2[CH:21]([CH3:29])[CH2:22][C:23]2[CH:28]=[CH:27][CH:26]=[CH:25][CH:24]=2)=O)=[CH:4][N:3]=1.[H-].[H-].[H-].[H-].[Li+].[Al+3].FC(F)(F)C(O)=O.C([SiH](CC)CC)C.C([O-])([O-])=O.[K+].[K+], predict the reaction product. The product is: [CH3:20][O:19][C:14]1[C:15]([O:17][CH3:18])=[CH:16][C:11]([CH2:9][C:5]2[C:6]([NH2:8])=[N:7][C:2]([NH2:1])=[N:3][CH:4]=2)=[C:12]([CH:21]([CH3:29])[CH2:22][C:23]2[CH:24]=[CH:25][CH:26]=[CH:27][CH:28]=2)[CH:13]=1. (7) Given the reactants [CH:1]([Mg]Br)=[CH2:2].[CH2:5]([O:12][C:13]([N:15]1[CH2:20][CH2:19][C:18](=[O:21])[CH2:17][CH2:16]1)=[O:14])[C:6]1[CH:11]=[CH:10][CH:9]=[CH:8][CH:7]=1.[NH4+].[Cl-], predict the reaction product. The product is: [CH2:5]([O:12][C:13]([N:15]1[CH2:20][CH2:19][C:18]([OH:21])([CH:1]=[CH2:2])[CH2:17][CH2:16]1)=[O:14])[C:6]1[CH:11]=[CH:10][CH:9]=[CH:8][CH:7]=1.